Dataset: Full USPTO retrosynthesis dataset with 1.9M reactions from patents (1976-2016). Task: Predict the reactants needed to synthesize the given product. (1) Given the product [CH3:19][C:6]1[CH:7]=[C:8]([S:12][C:13]2[CH:18]=[CH:17][CH:16]=[CH:15][CH:14]=2)[CH:9]=[C:10]([CH3:11])[C:5]=1[C:3]1[N:20]=[C:21]([NH2:23])[S:22][CH:2]=1, predict the reactants needed to synthesize it. The reactants are: Br[CH2:2][C:3]([C:5]1[C:10]([CH3:11])=[CH:9][C:8]([S:12][C:13]2[CH:18]=[CH:17][CH:16]=[CH:15][CH:14]=2)=[CH:7][C:6]=1[CH3:19])=O.[NH2:20][C:21]([NH2:23])=[S:22]. (2) Given the product [OH:2]/[N:1]=[CH:4]/[C:6]1[C:14]2[C:9](=[CH:10][CH:11]=[C:12]([CH:15]3[C:20]([C:21]#[N:22])=[C:19]([CH3:23])[NH:18][C:17]([CH3:24])=[C:16]3[C:25]#[N:26])[CH:13]=2)[NH:8][N:7]=1, predict the reactants needed to synthesize it. The reactants are: [NH2:1][OH:2].Cl.[CH:4]([C:6]1[C:14]2[C:9](=[CH:10][CH:11]=[C:12]([CH:15]3[C:20]([C:21]#[N:22])=[C:19]([CH3:23])[NH:18][C:17]([CH3:24])=[C:16]3[C:25]#[N:26])[CH:13]=2)[NH:8][N:7]=1)=O. (3) Given the product [CH3:1][C:2]1[N:6]([CH2:7][CH2:8][N:9]2[CH2:14][CH2:13][O:12][CH2:11][CH2:10]2)[C:5]2[S:15][C:16]([C:18]([C:20]3[CH:28]=[CH:27][CH:26]=[CH:25][C:21]=3[C:22]([OH:24])=[O:23])=[O:19])=[CH:17][C:4]=2[CH:3]=1.[NH2:36][C:21]1[CH:25]=[CH:26][CH:27]=[CH:28][C:20]=1[C:18]([C:16]1[S:15][C:5]2[N:6]([CH2:7][CH2:8][N:9]3[CH2:10][CH2:11][O:12][CH2:13][CH2:14]3)[C:2]([CH3:1])=[CH:3][C:4]=2[CH:17]=1)=[O:19], predict the reactants needed to synthesize it. The reactants are: [CH3:1][C:2]1[N:6]([CH2:7][CH2:8][N:9]2[CH2:14][CH2:13][O:12][CH2:11][CH2:10]2)[C:5]2[S:15][C:16]([C:18]([C:20]3[CH:28]=[CH:27][CH:26]=[CH:25][C:21]=3[C:22]([OH:24])=[O:23])=[O:19])=[CH:17][C:4]=2[CH:3]=1.C(O)(C)(C)C.C([N:36](CC)CC)C.P(N=[N+]=[N-])(=O)(OC1C=CC=CC=1)OC1C=CC=CC=1. (4) Given the product [CH2:26]1[C:1]2[C:10]3[CH:9]=[CH:8][CH:7]=[CH:6][C:5]=3[CH2:4][CH2:3][C:2]=2[NH:23][C:24](=[O:19])[CH2:25]1, predict the reactants needed to synthesize it. The reactants are: [CH2:1]1[C:10]2[C:5](=[CH:6][CH:7]=[CH:8][CH:9]=2)[CH2:4][CH2:3][C:2]1=O.C1(C)C=CC(S(O)(=O)=[O:19])=CC=1.[NH:23]1C[CH2:26][CH2:25][CH2:24]1. (5) Given the product [C:26]([C:20]1[CH:21]=[C:22]([CH3:24])[CH:23]=[C:18]([C:14]([CH3:17])([CH3:16])[CH3:15])[C:19]=1[OH:30])([CH3:29])([CH3:28])[CH3:27], predict the reactants needed to synthesize it. The reactants are: C(C1C=C(C)C=C(C)C=1O)(C)(C)C.[C:14]([C:18]1[CH:23]=[C:22]([CH2:24]C)[CH:21]=[C:20]([C:26]([CH3:29])([CH3:28])[CH3:27])[C:19]=1[OH:30])([CH3:17])([CH3:16])[CH3:15].C(C1C=C(CCCC)C=C(C(C)(C)C)C=1O)(C)(C)C.C(C1C=C(CC(C)C)C=C(C(C)(C)C)C=1O)(C)(C)C.C1(C2C=C(C)C=C(C3CCCC3)C=2O)CCCC1.C(C1C=C(C)C=C(CCCCCCCCCCCCCCCCCC)C=1O)CCCCCCCCCCCCCCCCC.C(C1C=C(COC)C=C(C(C)(C)C)C=1O)(C)(C)C. (6) Given the product [F:14][C:5]1[CH:6]=[C:7]([O:8][CH3:9])[CH:2]=[CH:3][C:4]=1[CH2:10][C:11]([OH:13])=[O:12].[F:14][C:5]1[CH:6]=[C:7]([OH:8])[CH:2]=[CH:3][C:4]=1[CH2:10][C:11]([OH:13])=[O:12], predict the reactants needed to synthesize it. The reactants are: F[C:2]1[CH:3]=[C:4]([CH2:10][C:11]([OH:13])=[O:12])[CH:5]=[CH:6][C:7]=1[O:8][CH3:9].[F:14]C1C=CC=CC=1OC.